From a dataset of Full USPTO retrosynthesis dataset with 1.9M reactions from patents (1976-2016). Predict the reactants needed to synthesize the given product. (1) The reactants are: [F:1][C:2]1[C:11]2[C:6](=[CH:7][CH:8]=[CH:9][CH:10]=2)[C:5]([S:12]([Cl:15])(=[O:14])=[O:13])=[CH:4][CH:3]=1.ClS(O)(=O)=O.FC1C=CC=C2C=1CCCC2. Given the product [F:1][C:2]1[C:11]2[CH2:10][CH2:9][CH2:8][CH2:7][C:6]=2[C:5]([S:12]([Cl:15])(=[O:13])=[O:14])=[CH:4][CH:3]=1, predict the reactants needed to synthesize it. (2) The reactants are: [C:1]([C:3]1[CH:4]=[C:5]([B:9]2[O:13][CH2:12][CH2:11]O2)[CH:6]=[CH:7][CH:8]=1)#[N:2].Br[C:15]1[CH:20]=[CH:19]C=[CH:17][C:16]=1COCOC. Given the product [B:9]1([C:5]2[CH:4]=[C:3]([CH:8]=[CH:7][CH:6]=2)[C:1]#[N:2])[C:17]2[CH:16]=[CH:15][CH:20]=[CH:19][C:11]=2[CH2:12][O:13]1, predict the reactants needed to synthesize it.